From a dataset of Reaction yield outcomes from USPTO patents with 853,638 reactions. Predict the reaction yield, written as a fraction of the theoretical maximum amount of product (1.0 means a 100% yield; for example, 0.34 means a 34% yield). (1) The reactants are [Cl:1][C:2]1[CH:7]=[C:6]([Cl:8])[CH:5]=[C:4]([Cl:9])[C:3]=1Br.[CH3:11][O:12][C:13]1[CH:18]=[CH:17][CH:16]=[CH:15][C:14]=1B(O)O.C(=O)([O-])[O-].[K+].[K+].CC1C=CC(S(OCC2CC3C(C4C=CC=CC=4)=CC=CC=3O2)(=O)=O)=CC=1. The catalyst is CC1C=CC=CC=1[P](C1C=CC=CC=1C)([Pd](Cl)(Cl)[P](C1=C(C)C=CC=C1)(C1C=CC=CC=1C)C1C=CC=CC=1C)C1C=CC=CC=1C. The product is [CH3:11][O:12][C:13]1[C:14]([C:3]2[C:2]([Cl:1])=[CH:7][C:6]([Cl:8])=[CH:5][C:4]=2[Cl:9])=[CH:15][CH:16]=[CH:17][CH:18]=1. The yield is 0.610. (2) The reactants are B(OS(C(F)(F)F)(=O)=O)(CCCC)CCCC.[CH:18]([C@H:21]1[CH2:25][O:24][C:23](=[O:26])[N:22]1[C:27](=[O:36])[CH2:28][CH2:29][C:30]1[CH:35]=[CH:34][CH:33]=[CH:32][CH:31]=1)([CH3:20])[CH3:19].CCN(C(C)C)C(C)C.[CH2:46]([O:53][C@H:54]1[CH2:58][N:57]([C:59]([O:61][C:62]([CH3:65])([CH3:64])[CH3:63])=[O:60])[C@H:56]([CH:66]=[O:67])[CH2:55]1)[C:47]1[CH:52]=[CH:51][CH:50]=[CH:49][CH:48]=1.P([O-])([O-])([O-])=O.OO. The catalyst is C(Cl)Cl. The product is [CH2:29]([C@H:28]([C:27]([N:22]1[C@@H:21]([CH:18]([CH3:20])[CH3:19])[CH2:25][O:24][C:23]1=[O:26])=[O:36])[C@@H:66]([CH:56]1[CH2:55][C@@H:54]([O:53][CH2:46][C:47]2[CH:48]=[CH:49][CH:50]=[CH:51][CH:52]=2)[CH2:58][N:57]1[C:59]([O:61][C:62]([CH3:65])([CH3:64])[CH3:63])=[O:60])[OH:67])[C:30]1[CH:31]=[CH:32][CH:33]=[CH:34][CH:35]=1. The yield is 0.650. (3) The reactants are [H-].[Al+3].[Li+].[H-].[H-].[H-].[C:7](#[N:14])[C:8]1[CH:13]=[CH:12][CH:11]=[CH:10][CH:9]=1.[CH3:15][OH:16].[Cl-].[NH4+].[O:19]1[CH2:23][CH2:22][CH2:21][CH2:20]1. The catalyst is O. The product is [O:19]1[CH:23]=[CH:22][CH:21]=[C:20]1[CH2:15][O:16][C:11]1[CH:12]=[CH:13][C:8]([CH2:7][NH2:14])=[CH:9][CH:10]=1. The yield is 0.700. (4) The reactants are [C:1]([C:5]1[CH:9]=[C:8]([NH:10][C:11]([NH:13][C:14]2[CH:19]=[CH:18][CH:17]=[CH:16][C:15]=2[F:20])=[O:12])[N:7]([C:21]2[CH:22]=[C:23]([CH:29]=[CH:30][CH:31]=2)[C:24](OCC)=[O:25])[N:6]=1)([CH3:4])([CH3:3])[CH3:2].[H-].[H-].[H-].[H-].[Li+].[Al+3]. The catalyst is C1COCC1. The product is [C:1]([C:5]1[CH:9]=[C:8]([NH:10][C:11]([NH:13][C:14]2[CH:19]=[CH:18][CH:17]=[CH:16][C:15]=2[F:20])=[O:12])[N:7]([C:21]2[CH:31]=[CH:30][CH:29]=[C:23]([CH2:24][OH:25])[CH:22]=2)[N:6]=1)([CH3:4])([CH3:2])[CH3:3]. The yield is 0.630. (5) The reactants are [CH3:1][O:2][CH2:3][C:4](=[O:27])[C:5](=[N:10][NH:11][C:12]1[C:25]([F:26])=[CH:24][C:15]2[O:16][C:17]([F:23])([F:22])[C:18]([F:21])([F:20])[O:19][C:14]=2[CH:13]=1)[C:6]([O:8][CH3:9])=[O:7].[CH3:28]OC(OC)N(C)C. No catalyst specified. The product is [CH3:1][O:2][C:3]1[C:4](=[O:27])[C:5]([C:6]([O:8][CH3:9])=[O:7])=[N:10][N:11]([C:12]2[C:25]([F:26])=[CH:24][C:15]3[O:16][C:17]([F:23])([F:22])[C:18]([F:21])([F:20])[O:19][C:14]=3[CH:13]=2)[CH:28]=1. The yield is 0.370.